From a dataset of Full USPTO retrosynthesis dataset with 1.9M reactions from patents (1976-2016). Predict the reactants needed to synthesize the given product. (1) Given the product [Cl:19][C:10]1[N:9]=[C:8]([Cl:20])[C:7]([O:6][CH2:5][C:4]([OH:21])=[O:3])=[C:12]([N:13]2[CH2:14][CH2:15][O:16][CH2:17][CH2:18]2)[N:11]=1, predict the reactants needed to synthesize it. The reactants are: C([O:3][C:4](=[O:21])[CH2:5][O:6][C:7]1[C:8]([Cl:20])=[N:9][C:10]([Cl:19])=[N:11][C:12]=1[N:13]1[CH2:18][CH2:17][O:16][CH2:15][CH2:14]1)C.[Li+].[OH-]. (2) Given the product [N:1]1([C:23]2[CH:28]=[C:27]([NH2:29])[CH:26]=[CH:25][N:24]=2)[CH:5]=[N:4][CH:3]=[N:2]1, predict the reactants needed to synthesize it. The reactants are: [NH:1]1[CH:5]=[N:4][CH:3]=[N:2]1.C(=O)([O-])[O-].[Cs+].[Cs+].CN[C@@H]1CCCC[C@H]1NC.Cl[C:23]1[CH:28]=[C:27]([NH2:29])[CH:26]=[CH:25][N:24]=1. (3) Given the product [CH:1]([N:4]1[C:8]([C:9]2[N:18]=[C:17]3[C:16]4[CH:19]=[CH:20][C:21]([O:23][C:24]([CH3:29])([CH3:28])[C:25]([N:44]5[CH2:45][CH2:46][N:41]([CH3:40])[CH2:42][CH2:43]5)=[O:27])=[CH:22][C:15]=4[O:14][CH2:13][CH2:12][N:11]3[CH:10]=2)=[N:7][C:6]([CH3:30])=[N:5]1)([CH3:3])[CH3:2], predict the reactants needed to synthesize it. The reactants are: [CH:1]([N:4]1[C:8]([C:9]2[N:18]=[C:17]3[N:11]([CH2:12][CH2:13][O:14][C:15]4[CH:22]=[C:21]([O:23][C:24]([CH3:29])([CH3:28])[C:25]([OH:27])=O)[CH:20]=[CH:19][C:16]=43)[CH:10]=2)=[N:7][C:6]([CH3:30])=[N:5]1)([CH3:3])[CH3:2].CCN(C(C)C)C(C)C.[CH3:40][N:41]1[CH2:46][CH2:45][NH:44][CH2:43][CH2:42]1.C1C=CC2N(O)N=NC=2C=1.CCN=C=NCCCN(C)C. (4) Given the product [CH2:18]([O:20][C:16]([C:15]1[N:8]([NH:1][C:37]([NH:36][C:28](=[O:35])[C:29]2[CH:34]=[CH:33][CH:32]=[CH:31][CH:30]=2)=[S:38])[CH:9]=[CH:13][CH:14]=1)=[O:12])[CH3:17], predict the reactants needed to synthesize it. The reactants are: [NH2:1]Cl.COC(C1[NH:8][CH:9]=CC=1)=O.[O:12]1[CH2:16][CH2:15][CH2:14][CH2:13]1.[CH3:17][C:18](C)([O-:20])C.[K+].CCOCC.[C:28]([N:36]=[C:37]=[S:38])(=[O:35])[C:29]1[CH:34]=[CH:33][CH:32]=[CH:31][CH:30]=1. (5) Given the product [N:12]1[C:13]2[C:8](=[C:7]([B:17]([OH:23])[OH:18])[CH:16]=[CH:15][CH:14]=2)[CH:9]=[CH:10][CH:11]=1, predict the reactants needed to synthesize it. The reactants are: C([Li])CCC.I[C:7]1[CH:16]=[CH:15][CH:14]=[C:13]2[C:8]=1[CH:9]=[CH:10][CH:11]=[N:12]2.[B:17](OCCCC)([O:23]CCCC)[O:18]CCCC.Cl.C([O-])(O)=O.[Na+]. (6) The reactants are: CC(OI1(OC(C)=O)(OC(C)=O)OC(=O)C2C=CC=CC1=2)=O.[OH:23][CH2:24][CH:25]1[CH2:30][CH2:29][N:28]([C:31]([O:33][C:34]([CH3:37])([CH3:36])[CH3:35])=[O:32])[CH2:27][CH2:26]1. Given the product [CH:24]([CH:25]1[CH2:30][CH2:29][N:28]([C:31]([O:33][C:34]([CH3:37])([CH3:36])[CH3:35])=[O:32])[CH2:27][CH2:26]1)=[O:23], predict the reactants needed to synthesize it. (7) Given the product [N:2]1([C:10]2[CH2:11][CH2:12][O:7][N:9]=2)[CH:6]=[N:5][CH:4]=[N:3]1, predict the reactants needed to synthesize it. The reactants are: [Na].[NH:2]1[CH:6]=[N:5][CH:4]=[N:3]1.[OH2:7].C[N:9]1C[CH2:12][CH2:11][CH2:10]1. (8) Given the product [C:18]1([N:42]([C:43]2[CH:44]=[C:45]([CH3:46])[CH:26]=[C:25]([CH3:28])[CH:24]=2)[CH3:41])[CH:19]=[CH:20][CH:21]=[CH:22][CH:23]=1, predict the reactants needed to synthesize it. The reactants are: [CH:18]1(P([CH:18]2[CH2:23][CH2:22][CH2:21][CH2:20][CH2:19]2)C2C(OC)=CC=CC=2OC)[CH2:23][CH2:22][CH2:21][CH2:20][CH2:19]1.[CH3:24][C:25]([CH3:28])([O-])[CH3:26].[Na+].COC1C=C(Cl)C=C(OC)C=1.[CH3:41][NH:42][C:43]1C=C[CH:46]=[CH:45][CH:44]=1.